From a dataset of Peptide-MHC class I binding affinity with 185,985 pairs from IEDB/IMGT. Regression. Given a peptide amino acid sequence and an MHC pseudo amino acid sequence, predict their binding affinity value. This is MHC class I binding data. The peptide sequence is KIRLGFHWK. The MHC is HLA-B35:01 with pseudo-sequence HLA-B35:01. The binding affinity (normalized) is 0.0847.